This data is from Forward reaction prediction with 1.9M reactions from USPTO patents (1976-2016). The task is: Predict the product of the given reaction. (1) Given the reactants [CH3:1][C:2]([CH3:16])([CH2:13][CH:14]=[CH2:15])[C:3]([O:5][CH2:6][C:7]1[CH:12]=[CH:11][CH:10]=[CH:9][CH:8]=1)=[O:4].B1C2CCCC1CCC2.C([O-])(=[O:28])C.[Na+].OO, predict the reaction product. The product is: [OH:28][CH2:15][CH2:14][CH2:13][C:2]([CH3:16])([CH3:1])[C:3]([O:5][CH2:6][C:7]1[CH:12]=[CH:11][CH:10]=[CH:9][CH:8]=1)=[O:4]. (2) Given the reactants B(F)(F)F.CCOCC.[CH3:10][O:11][C:12]([C:14]1[CH:15]=[CH:16][CH:17]=[C:18]2[O:23][CH2:22][C:21](=O)[NH:20][C:19]=12)=[O:13].[BH4-].[Na+].Cl.C([O-])([O-])=O.[Na+].[Na+], predict the reaction product. The product is: [CH3:10][O:11][C:12]([C:14]1[CH:15]=[CH:16][CH:17]=[C:18]2[O:23][CH2:22][CH2:21][NH:20][C:19]=12)=[O:13]. (3) Given the reactants [CH3:1][O:2][C:3]([C:5]1[S:6][C:7]([C:20]#[C:21][C:22]([CH3:25])([CH3:24])[CH3:23])=[CH:8][C:9]=1[NH:10][C:11]([C@H:13]1[CH2:18][CH2:17][C@H:16]([CH3:19])[CH2:15][CH2:14]1)=[O:12])=[O:4].[H-].[Na+].Br.Br[CH2:30][C:31]1[CH:32]=[N:33][CH:34]=[CH:35][CH:36]=1, predict the reaction product. The product is: [CH3:1][O:2][C:3]([C:5]1[S:6][C:7]([C:20]#[C:21][C:22]([CH3:24])([CH3:23])[CH3:25])=[CH:8][C:9]=1[N:10]([C:11]([C@H:13]1[CH2:14][CH2:15][C@H:16]([CH3:19])[CH2:17][CH2:18]1)=[O:12])[CH2:30][C:31]1[CH:32]=[N:33][CH:34]=[CH:35][CH:36]=1)=[O:4]. (4) Given the reactants [CH:1]([N:3]1[CH2:8][CH2:7][CH2:6][CH2:5][CH:4]1C(O)=O)=O.S(Cl)(C1C=CC(C)=CC=1)(=O)=O.Cl[C:24](=[CH2:29])[C:25]([O:27][CH3:28])=[O:26].C(N(CC)CC)C, predict the reaction product. The product is: [C:24]1([C:25]([O:27][CH3:28])=[O:26])[CH:29]=[CH:1][N:3]2[C:4]=1[CH2:5][CH2:6][CH2:7][CH2:8]2. (5) Given the reactants [Cl-:1].[NH2:2][C:3]([CH3:14])([CH3:13])[CH2:4][CH2:5][N+:6]1([CH3:12])[CH2:11][CH2:10][CH2:9][CH2:8][CH2:7]1.C(O[Cl:20])(C)(C)C, predict the reaction product. The product is: [Cl-:20].[Cl:1][N:2]([Cl:20])[C:3]([CH3:14])([CH3:13])[CH2:4][CH2:5][N+:6]1([CH3:12])[CH2:11][CH2:10][CH2:9][CH2:8][CH2:7]1. (6) Given the reactants Br[C:2]1[NH:22][C:5]2=[N:6][CH:7]=[C:8]([CH2:10][CH2:11][C:12]3[CH:17]=[C:16]([O:18][CH3:19])[CH:15]=[C:14]([O:20][CH3:21])[CH:13]=3)[N:9]=[C:4]2[CH:3]=1.CC1(C)C(C)(C)OB([C:31]2[CH:32]=[CH:33][C:34]([N:37]3[CH2:41][CH2:40][CH2:39][C:38]3=[O:42])=[N:35][CH:36]=2)O1, predict the reaction product. The product is: [CH3:21][O:20][C:14]1[CH:13]=[C:12]([CH:17]=[C:16]([O:18][CH3:19])[CH:15]=1)[CH2:11][CH2:10][C:8]1[N:9]=[C:4]2[CH:3]=[C:2]([C:31]3[CH:32]=[CH:33][C:34]([N:37]4[CH2:41][CH2:40][CH2:39][C:38]4=[O:42])=[N:35][CH:36]=3)[NH:22][C:5]2=[N:6][CH:7]=1.